Dataset: Catalyst prediction with 721,799 reactions and 888 catalyst types from USPTO. Task: Predict which catalyst facilitates the given reaction. Reactant: NC1C=CC(C(NC2C=CC(N)=CC=2)=O)=CC=1.[C:18]([O:22][C:23]([N:25]1[CH2:29][CH2:28][CH2:27][CH:26]1C(O)=O)=[O:24])([CH3:21])([CH3:20])[CH3:19].C(OC(N1C2C(=CC=CC=2)C=CC1)=O)C. Product: [C:18]([O:22][C:23]([N:25]1[CH2:29][CH2:28][CH2:27][CH2:26]1)=[O:24])([CH3:21])([CH3:19])[CH3:20]. The catalyst class is: 2.